The task is: Predict the product of the given reaction.. This data is from Forward reaction prediction with 1.9M reactions from USPTO patents (1976-2016). (1) Given the reactants Cl[C:2]1[C:3]2[C:4](=[CH:18][N:19](CC3C=CC(OC)=CC=3)[N:20]=2)[N:5]=[C:6]([C:8]2[CH:13]=[CH:12][C:11]([O:14][CH3:15])=[C:10]([O:16][CH3:17])[CH:9]=2)[N:7]=1.[NH:30]1[C:38]2[C:33](=[CH:34][CH:35]=[C:36]([NH2:39])[CH:37]=2)[CH:32]=[N:31]1.Cl, predict the reaction product. The product is: [CH3:17][O:16][C:10]1[CH:9]=[C:8]([C:6]2[N:7]=[C:2]([NH:39][C:36]3[CH:37]=[C:38]4[C:33]([CH:32]=[N:31][NH:30]4)=[CH:34][CH:35]=3)[C:3]3[NH:20][N:19]=[CH:18][C:4]=3[N:5]=2)[CH:13]=[CH:12][C:11]=1[O:14][CH3:15]. (2) Given the reactants [NH2:1][C:2]1[CH:7]=[CH:6][C:5]([C:8]2[CH:9]=[CH:10][C:11]3[O:17][CH2:16][CH2:15][N:14]([C:18]([O:20][C:21]([CH3:24])([CH3:23])[CH3:22])=[O:19])[CH2:13][C:12]=3[CH:25]=2)=[CH:4][C:3]=1[N+:26]([O-])=O.[CH3:29][O:30][C:31]([NH:33][C:34](=NC(OC)=O)SC)=[O:32], predict the reaction product. The product is: [CH3:29][O:30][C:31]([NH:33][C:34]1[NH:26][C:3]2[CH:4]=[C:5]([C:8]3[CH:9]=[CH:10][C:11]4[O:17][CH2:16][CH2:15][N:14]([C:18]([O:20][C:21]([CH3:24])([CH3:23])[CH3:22])=[O:19])[CH2:13][C:12]=4[CH:25]=3)[CH:6]=[CH:7][C:2]=2[N:1]=1)=[O:32]. (3) Given the reactants [OH:1][C:2]1[CH:3]=[C:4]([CH:9]=[CH:10][CH:11]=1)[C:5]([O:7][CH3:8])=[O:6].[F:12][C:13]1[CH:20]=[CH:19][C:16]([CH2:17]Cl)=[CH:15][CH:14]=1.FC1C=CC(COC2C=CC(C(OC)=O)=CC=2)=CC=1, predict the reaction product. The product is: [F:12][C:13]1[CH:20]=[CH:19][C:16]([CH2:17][O:1][C:2]2[CH:3]=[C:4]([CH:9]=[CH:10][CH:11]=2)[C:5]([O:7][CH3:8])=[O:6])=[CH:15][CH:14]=1. (4) The product is: [CH3:1][O:2][C:3]1[CH:8]=[CH:7][CH:6]=[CH:5][C:4]=1[N:9]1[CH2:10][CH2:11][N:12]([CH2:15][CH2:16][CH:17]=[O:18])[CH2:13][CH2:14]1. Given the reactants [CH3:1][O:2][C:3]1[CH:8]=[CH:7][CH:6]=[CH:5][C:4]=1[N:9]1[CH2:14][CH2:13][N:12]([CH2:15][CH2:16][CH2:17][OH:18])[CH2:11][CH2:10]1.O=CCCCNC(=O)C1C=CC=CC=1, predict the reaction product.